The task is: Predict the reactants needed to synthesize the given product.. This data is from Full USPTO retrosynthesis dataset with 1.9M reactions from patents (1976-2016). Given the product [CH:19]1[C:20]2[C:15](=[CH:14][CH:13]=[CH:22][CH:21]=2)[CH:16]=[CH:17][C:18]=1[NH:1][C:2]1[CH:3]=[CH:4][CH:5]=[C:6]2[C:11]=1[N:10]=[CH:9][CH:8]=[CH:7]2, predict the reactants needed to synthesize it. The reactants are: [NH2:1][C:2]1[CH:3]=[CH:4][CH:5]=[C:6]2[C:11]=1[N:10]=[CH:9][CH:8]=[CH:7]2.Br[C:13]1[CH:22]=[CH:21][C:20]2[C:15](=[CH:16][CH:17]=[CH:18][CH:19]=2)[CH:14]=1.CC(C)([O-])C.[Na+].